This data is from Full USPTO retrosynthesis dataset with 1.9M reactions from patents (1976-2016). The task is: Predict the reactants needed to synthesize the given product. (1) Given the product [CH3:25][O:24][C:19]1[CH:20]=[CH:21][CH:22]=[CH:23][C:18]=1[C@H:7]([C:8]1[C:17]2[C:12](=[CH:13][CH:14]=[CH:15][CH:16]=2)[CH:11]=[CH:10][CH:9]=1)[C@@:3]([C:4]([N:46]1[CH2:45][CH2:44][N:43]([C:39]2[CH:40]=[CH:41][CH:42]=[C:37]([O:36][CH3:35])[CH:38]=2)[CH2:48][CH2:47]1)=[O:5])([CH3:26])[C:1]#[N:2], predict the reactants needed to synthesize it. The reactants are: [C:1]([C@:3]([CH3:26])([C@H:7]([C:18]1[CH:23]=[CH:22][CH:21]=[CH:20][C:19]=1[O:24][CH3:25])[C:8]1[C:17]2[C:12](=[CH:13][CH:14]=[CH:15][CH:16]=2)[CH:11]=[CH:10][CH:9]=1)[C:4](O)=[O:5])#[N:2].C(Cl)(=O)C(Cl)=O.Cl.Cl.[CH3:35][O:36][C:37]1[CH:38]=[C:39]([N:43]2[CH2:48][CH2:47][NH:46][CH2:45][CH2:44]2)[CH:40]=[CH:41][CH:42]=1.C(N(CC)CC)C. (2) Given the product [NH2:1][C:2]1[CH:9]=[CH:8][C:5]([C:6]#[N:7])=[CH:4][C:3]=1[Br:17], predict the reactants needed to synthesize it. The reactants are: [NH2:1][C:2]1[CH:9]=[CH:8][C:5]([C:6]#[N:7])=[CH:4][CH:3]=1.C1C(=O)N([Br:17])C(=O)C1. (3) Given the product [Br:1][C:2]1[N:7]=[C:6]([O:8][CH3:9])[C:5]([NH:10][NH:11][C:28](=[O:29])[CH:27]=[CH:26][O:25][CH2:23][CH3:24])=[CH:4][CH:3]=1, predict the reactants needed to synthesize it. The reactants are: [Br:1][C:2]1[N:7]=[C:6]([O:8][CH3:9])[C:5]([NH:10][NH2:11])=[CH:4][CH:3]=1.N1C=CC=CC=1.O1CCCC1.[CH2:23]([O:25][CH:26]=[CH:27][C:28](Cl)=[O:29])[CH3:24]. (4) Given the product [NH2:1][C:2]1[CH:7]=[C:6]([C:8]([NH:11][OH:12])=[NH:9])[CH:5]=[CH:4][N:3]=1, predict the reactants needed to synthesize it. The reactants are: [NH2:1][C:2]1[CH:7]=[C:6]([C:8]#[N:9])[CH:5]=[CH:4][N:3]=1.Cl.[NH2:11][OH:12].C(=O)([O-])[O-].[Na+].[Na+]. (5) Given the product [CH2:1]([O:3][C:4]([C:6]1[O:10][N:9]=[C:8]([CH2:11][CH2:12][OH:13])[CH:7]=1)=[O:5])[CH3:2], predict the reactants needed to synthesize it. The reactants are: [CH2:1]([O:3][C:4]([C:6]1[O:10][N:9]=[C:8]([CH2:11][CH2:12][O:13][Si](C(C)(C)C)(C)C)[CH:7]=1)=[O:5])[CH3:2].CCCC[N+](CCCC)(CCCC)CCCC.[F-]. (6) Given the product [C:28]([NH:27][C:23]1[CH:22]=[C:21]([C:15]2[N:16]([CH3:20])[C:17]([S:19][CH2:32][C:33]([N:35]([CH2:39][CH2:40][OH:41])[CH2:36][CH2:37][OH:38])=[O:34])=[N:18][C:14]=2[C:11]2[CH:12]=[CH:13][C:8]([F:7])=[CH:9][CH:10]=2)[CH:26]=[CH:25][N:24]=1)(=[O:30])[CH3:29], predict the reactants needed to synthesize it. The reactants are: C([O-])([O-])=O.[K+].[K+].[F:7][C:8]1[CH:13]=[CH:12][C:11]([C:14]2[NH:18][C:17](=[S:19])[N:16]([CH3:20])[C:15]=2[C:21]2[CH:26]=[CH:25][N:24]=[C:23]([NH:27][C:28](=[O:30])[CH3:29])[CH:22]=2)=[CH:10][CH:9]=1.Cl[CH2:32][C:33]([N:35]([CH2:39][CH2:40][OH:41])[CH2:36][CH2:37][OH:38])=[O:34]. (7) Given the product [F:12][C:11]([F:14])([F:13])[C:9]1[N:10]=[C:5]2[CH:4]=[CH:3][C:2]([SH:16])=[CH:7][N:6]2[CH:8]=1, predict the reactants needed to synthesize it. The reactants are: Br[C:2]1[CH:3]=[CH:4][C:5]2[N:6]([CH:8]=[C:9]([C:11]([F:14])([F:13])[F:12])[N:10]=2)[CH:7]=1.C[S-:16].[Na+].